This data is from Forward reaction prediction with 1.9M reactions from USPTO patents (1976-2016). The task is: Predict the product of the given reaction. (1) Given the reactants [Cl-].[C:2]([C:4]1[C:16]([N+:17]([O-:19])=[O:18])=[CH:15][CH:14]=[CH:13][C:5]=1[O:6][CH2:7][C@H:8]1[CH2:12][CH2:11][CH2:10][NH2+:9]1)#[N:3].[C:20]([N:24]=[C:25]=[O:26])([CH3:23])([CH3:22])[CH3:21], predict the reaction product. The product is: [C:2]([C:4]1[C:16]([N+:17]([O-:19])=[O:18])=[CH:15][CH:14]=[CH:13][C:5]=1[O:6][CH2:7][C@H:8]1[CH2:12][CH2:11][CH2:10][N:9]1[C:25]([NH:24][C:20]([CH3:23])([CH3:22])[CH3:21])=[O:26])#[N:3]. (2) Given the reactants [F-].[K+].Br[CH2:4][C:5]([C:7]1[C:12]([CH3:13])=[CH:11][CH:10]=[CH:9][C:8]=1[OH:14])=[O:6].C(OCC)(=O)C, predict the reaction product. The product is: [CH3:13][C:12]1[C:7]2[C:5](=[O:6])[CH2:4][O:14][C:8]=2[CH:9]=[CH:10][CH:11]=1. (3) Given the reactants [CH3:1][N:2]1[CH2:7][CH2:6][N:5]([CH2:8][C:9]2[CH:14]=[CH:13][CH:12]=[C:11]([N+:15]([O-])=O)[C:10]=2[CH3:18])[CH2:4][CH2:3]1.N1(C2CCN(C3C=CC(N)=C(OC)C=3)CC2)CCCCC1, predict the reaction product. The product is: [CH3:18][C:10]1[C:9]([CH2:8][N:5]2[CH2:4][CH2:3][N:2]([CH3:1])[CH2:7][CH2:6]2)=[CH:14][CH:13]=[CH:12][C:11]=1[NH2:15].